This data is from Full USPTO retrosynthesis dataset with 1.9M reactions from patents (1976-2016). The task is: Predict the reactants needed to synthesize the given product. (1) The reactants are: Br[C:2]1[CH:7]=[CH:6][C:5]([C:8]2[N:9]([CH2:14][C@@H:15]3[CH2:19][CH2:18][N:17]([C:20]([CH:22]4[CH2:24][CH2:23]4)=[O:21])[CH2:16]3)[C:10](=[O:13])[NH:11][N:12]=2)=[CH:4][CH:3]=1.[Cl:25][C:26]1[CH:31]=[C:30]([Cl:32])[CH:29]=[CH:28][C:27]=1B(O)O.[O-]P([O-])([O-])=O.[K+].[K+].[K+]. Given the product [CH:22]1([C:20]([N:17]2[CH2:18][CH2:19][C@@H:15]([CH2:14][N:9]3[C:8]([C:5]4[CH:6]=[CH:7][C:2]([C:29]5[CH:28]=[CH:27][C:26]([Cl:25])=[CH:31][C:30]=5[Cl:32])=[CH:3][CH:4]=4)=[N:12][NH:11][C:10]3=[O:13])[CH2:16]2)=[O:21])[CH2:24][CH2:23]1, predict the reactants needed to synthesize it. (2) Given the product [CH2:1]([O:3][C:4](=[O:23])[C:5]1[CH:10]=[CH:9][CH:8]=[C:7]([SH:11]([C:25]2[CH:26]=[N:27][N:28]([CH2:30][CH3:31])[CH:29]=2)[C:12]2[C:20]3[C:15](=[CH:16][C:17]([Cl:21])=[CH:18][CH:19]=3)[NH:14][C:13]=2[CH3:22])[CH:6]=1)[CH3:2], predict the reactants needed to synthesize it. The reactants are: [CH2:1]([O:3][C:4](=[O:23])[C:5]1[CH:10]=[CH:9][CH:8]=[C:7]([S:11][C:12]2[C:20]3[C:15](=[CH:16][C:17]([Cl:21])=[CH:18][CH:19]=3)[NH:14][C:13]=2[CH3:22])[CH:6]=1)[CH3:2].Br[C:25]1[CH:26]=[N:27][N:28]([CH2:30][CH3:31])[CH:29]=1. (3) Given the product [C:1]([O:5][C:6]([N:8]1[C@H:13]([C:14](=[O:16])[NH:47][C@@H:45]([C@H:43]2[CH2:44][C:42]2([Cl:48])[Cl:41])[CH3:46])[CH2:12][C@@H:11]2[C@H:9]1[CH2:10]2)=[O:7])([CH3:2])([CH3:3])[CH3:4], predict the reactants needed to synthesize it. The reactants are: [C:1]([O:5][C:6]([N:8]1[C@H:13]([C:14]([OH:16])=O)[CH2:12][C@@H:11]2[C@H:9]1[CH2:10]2)=[O:7])([CH3:4])([CH3:3])[CH3:2].CN(C(ON1N=NC2C=CC=CC1=2)=[N+](C)C)C.F[P-](F)(F)(F)(F)F.[Cl:41][C:42]1([Cl:48])[CH2:44][C@@H:43]1[C@H:45]([NH2:47])[CH3:46].CCN(C(C)C)C(C)C.C([O-])(O)=O.[Na+]. (4) Given the product [F:1][C:2]1[CH:7]=[CH:6][C:5]([C:8]2[CH:9]=[C:10]3[C:15](=[CH:16][CH:17]=2)[CH:14]=[C:13]([S:18]([C:21]2[C:29]4[N:28]=[CH:27][NH:26][C:25]=4[CH:24]=[CH:23][CH:22]=2)(=[O:20])=[O:19])[CH:12]=[CH:11]3)=[CH:4][CH:3]=1, predict the reactants needed to synthesize it. The reactants are: [F:1][C:2]1[CH:7]=[CH:6][C:5]([C:8]2[CH:9]=[C:10]3[C:15](=[CH:16][CH:17]=2)[CH:14]=[C:13]([S:18]([C:21]2[C:29]4[N:28]=[CH:27][N:26](COCC[Si](C)(C)C)[C:25]=4[CH:24]=[CH:23][CH:22]=2)(=[O:20])=[O:19])[CH:12]=[CH:11]3)=[CH:4][CH:3]=1.[F-].C([N+](CCCC)(CCCC)CCCC)CCC. (5) Given the product [CH3:31][C:30]1[CH:29]=[C:28]([CH3:32])[NH:27][C:26](=[O:33])[C:25]=1[CH2:24][NH:23][C:11]([C:9]1[C:10]2[C:2]([CH3:1])=[N:3][N:4]([CH:20]([CH3:22])[CH3:21])[C:5]=2[N:6]=[C:7]([C:14]2[CH:15]=[CH:16][N:17]=[CH:18][CH:19]=2)[CH:8]=1)=[O:12], predict the reactants needed to synthesize it. The reactants are: [CH3:1][C:2]1[C:10]2[C:9]([C:11](O)=[O:12])=[CH:8][C:7]([C:14]3[CH:19]=[CH:18][N:17]=[CH:16][CH:15]=3)=[N:6][C:5]=2[N:4]([CH:20]([CH3:22])[CH3:21])[N:3]=1.[NH2:23][CH2:24][C:25]1[C:26](=[O:33])[NH:27][C:28]([CH3:32])=[CH:29][C:30]=1[CH3:31].CN1CCOCC1.ON1C2N=CC=CC=2N=N1.C(Cl)CCl. (6) The reactants are: O.[Na].[Na].[OH:4][C:5]1[CH:10]=[CH:9][C:8]([C:11]([C:14]2[CH:19]=[CH:18][C:17]([OH:20])=[CH:16][CH:15]=2)([CH3:13])[CH3:12])=[CH:7][CH:6]=1.[Na].[Na].C1(O)C=CC(C2C=CC(O)=CC=2)=CC=1. Given the product [CH3:13][C:11]([C:8]1[CH:7]=[CH:6][C:5]([OH:4])=[CH:10][CH:9]=1)([C:14]1[CH:19]=[CH:18][C:17]([OH:20])=[CH:16][CH:15]=1)[CH3:12], predict the reactants needed to synthesize it. (7) Given the product [Cl:1][C:2]1[C:19]([F:20])=[CH:18][CH:17]=[C:16]([F:21])[C:3]=1[CH2:4][N:5]1[CH2:10][CH2:9][NH:8][C:7]2[N:11]=[CH:12][C:13]([C:28]3[CH:27]=[CH:26][N:25]=[C:24]([N:38]4[CH2:43][CH2:42][O:41][CH2:40][CH2:39]4)[C:23]=3[Cl:22])=[CH:14][C:6]1=2, predict the reactants needed to synthesize it. The reactants are: [Cl:1][C:2]1[C:19]([F:20])=[CH:18][CH:17]=[C:16]([F:21])[C:3]=1[CH2:4][N:5]1[CH2:10][CH2:9][NH:8][C:7]2[N:11]=[CH:12][C:13](I)=[CH:14][C:6]1=2.[Cl:22][C:23]1[C:24]([N:38]2[CH2:43][CH2:42][O:41][CH2:40][CH2:39]2)=[N:25][CH:26]=[CH:27][C:28]=1B1OC(C)(C)C(C)(C)O1. (8) Given the product [N+:15]([C:12]1[CH:13]=[CH:14][C:9]([N:8]2[CH2:2][CH2:3][O:4][CH2:5][C:6]2=[O:7])=[CH:10][CH:11]=1)([O-:17])=[O:16], predict the reactants needed to synthesize it. The reactants are: Cl[CH2:2][CH2:3][O:4][CH2:5][C:6]([NH:8][C:9]1[CH:14]=[CH:13][C:12]([N+:15]([O-:17])=[O:16])=[CH:11][CH:10]=1)=[O:7].C(=O)([O-])[O-].[K+].[K+]. (9) Given the product [I:1][C:2]1[CH:9]=[CH:8][C:5]([CH:6]=[N:10][OH:11])=[CH:4][CH:3]=1, predict the reactants needed to synthesize it. The reactants are: [I:1][C:2]1[CH:9]=[CH:8][C:5]([CH:6]=O)=[CH:4][CH:3]=1.[NH2:10][OH:11]. (10) Given the product [C:13]([C:12]1[C:8]2[C@H:7]3[CH2:16][C@H:6]3[CH:5]([O:4][CH2:3][O:2][CH3:1])[C:9]=2[N:10]([CH2:24][C:25]([O:27][CH2:28][CH3:29])=[O:26])[N:11]=1)(=[O:14])[NH2:15], predict the reactants needed to synthesize it. The reactants are: [CH3:1][O:2][CH2:3][O:4][CH:5]1[C:9]2[NH:10][N:11]=[C:12]([C:13]([NH2:15])=[O:14])[C:8]=2[C@H:7]2[CH2:16][C@@H:6]12.C(=O)([O-])[O-].[K+].[K+].Br[CH2:24][C:25]([O:27][CH2:28][CH3:29])=[O:26].